This data is from Catalyst prediction with 721,799 reactions and 888 catalyst types from USPTO. The task is: Predict which catalyst facilitates the given reaction. (1) Reactant: [N+:1]([C:4]1[CH:5]=[C:6]([OH:10])[CH:7]=[CH:8][CH:9]=1)([O-:3])=[O:2].C(N(CC)CC)C.[CH3:18][N:19]=[C:20]=[O:21]. Product: [N+:1]([C:4]1[CH:5]=[C:6]([O:10][C:20](=[O:21])[NH:19][CH3:18])[CH:7]=[CH:8][CH:9]=1)([O-:3])=[O:2]. The catalyst class is: 2. (2) Reactant: [C:1]1([C@@H:7]([NH:9][C@H:10]2[CH2:15][CH2:14][N:13]([C:16]([O:18][C:19]([CH3:22])([CH3:21])[CH3:20])=[O:17])[CH2:12][C@H:11]2[C:23]([O:25][CH3:26])=[O:24])[CH3:8])[CH:6]=[CH:5][CH:4]=[CH:3][CH:2]=1.C[O-].[Na+]. Product: [C:1]1([C@@H:7]([NH:9][C@H:10]2[CH2:15][CH2:14][N:13]([C:16]([O:18][C:19]([CH3:22])([CH3:20])[CH3:21])=[O:17])[CH2:12][C@@H:11]2[C:23]([O:25][CH3:26])=[O:24])[CH3:8])[CH:6]=[CH:5][CH:4]=[CH:3][CH:2]=1. The catalyst class is: 5. (3) Reactant: [CH3:1][S:2][CH:3]([C:5]1[CH:6]=[CH:7][C:8]([C:11]([F:17])([F:16])[C:12]([F:15])([F:14])[F:13])=[N:9][CH:10]=1)[CH3:4].[N:18]#[C:19][NH2:20].C(O)(=O)C.C(O)(=O)C.IC1C=CC=CC=1. Product: [F:16][C:11]([F:17])([C:8]1[N:9]=[CH:10][C:5]([CH:3]([S:2]([CH3:1])=[N:20][C:19]#[N:18])[CH3:4])=[CH:6][CH:7]=1)[C:12]([F:13])([F:14])[F:15]. The catalyst class is: 1. (4) Reactant: Cl.Cl.[N:3]1[N:11]2[C:6]([O:7][CH2:8][CH2:9][CH2:10]2)=[C:5]([C@H:12]([NH2:14])[CH3:13])[CH:4]=1.[F:15][C:16]([F:34])([F:33])[C:17]([C:20]1[CH:29]=[CH:28][C:27]2[CH2:26][C@@H:25]([C:30](O)=[O:31])[CH2:24][CH2:23][C:22]=2[N:21]=1)([CH3:19])[CH3:18].C(N(CC)C(C)C)(C)C.F[P-](F)(F)(F)(F)F.C[N+](C)=C(N(C)C)ON1C2N=CC=CC=2N=N1. Product: [N:3]1[N:11]2[C:6]([O:7][CH2:8][CH2:9][CH2:10]2)=[C:5]([C@H:12]([NH:14][C:30]([C@H:25]2[CH2:24][CH2:23][C:22]3[N:21]=[C:20]([C:17]([CH3:19])([CH3:18])[C:16]([F:34])([F:33])[F:15])[CH:29]=[CH:28][C:27]=3[CH2:26]2)=[O:31])[CH3:13])[CH:4]=1. The catalyst class is: 60.